This data is from Peptide-MHC class II binding affinity with 134,281 pairs from IEDB. The task is: Regression. Given a peptide amino acid sequence and an MHC pseudo amino acid sequence, predict their binding affinity value. This is MHC class II binding data. (1) The peptide sequence is YFVGKMYFNLIDTKCYKL. The MHC is DRB4_0101 with pseudo-sequence DRB4_0103. The binding affinity (normalized) is 0. (2) The peptide sequence is LRKDYIKRQGSTPLA. The MHC is DRB1_0901 with pseudo-sequence DRB1_0901. The binding affinity (normalized) is 0.713. (3) The peptide sequence is VTKDTNDNNLYKLHG. The MHC is HLA-DQA10601-DQB10402 with pseudo-sequence HLA-DQA10601-DQB10402. The binding affinity (normalized) is 0. (4) The peptide sequence is GVLYVGSKTKEGVVH. The MHC is HLA-DPA10103-DPB10301 with pseudo-sequence HLA-DPA10103-DPB10301. The binding affinity (normalized) is 0. (5) The peptide sequence is EKKYFAATIFEPLAA. The MHC is HLA-DPA10103-DPB10401 with pseudo-sequence HLA-DPA10103-DPB10401. The binding affinity (normalized) is 1.00. (6) The peptide sequence is ILPIAEMSVVAMEFG. The MHC is HLA-DQA10501-DQB10201 with pseudo-sequence HLA-DQA10501-DQB10201. The binding affinity (normalized) is 0.584. (7) The peptide sequence is TLTPMMSSKFPELGM. The MHC is HLA-DQA10102-DQB10602 with pseudo-sequence HLA-DQA10102-DQB10602. The binding affinity (normalized) is 0.130. (8) The peptide sequence is RGKVVLIDFWAYPCI. The MHC is HLA-DQA10501-DQB10301 with pseudo-sequence HLA-DQA10501-DQB10301. The binding affinity (normalized) is 0.0263. (9) The peptide sequence is ANPMVIVNAANIHLK. The MHC is DRB1_0101 with pseudo-sequence DRB1_0101. The binding affinity (normalized) is 0.488. (10) The peptide sequence is DKRHDGGCRKELAAV. The MHC is HLA-DQA10401-DQB10402 with pseudo-sequence HLA-DQA10401-DQB10402. The binding affinity (normalized) is 0.0324.